Dataset: Catalyst prediction with 721,799 reactions and 888 catalyst types from USPTO. Task: Predict which catalyst facilitates the given reaction. Reactant: [CH2:1]([O:3][C:4]1[CH:5]=[C:6]([C:13](=[O:39])[CH2:14][CH2:15][C:16]([NH:18][C:19]2[CH:28]=[C:27]([C:29]3[CH:34]=[CH:33][C:32]([O:35]COC)=[CH:31][CH:30]=3)[C:26]3[C:21](=[CH:22][CH:23]=[CH:24][CH:25]=3)[N:20]=2)=[O:17])[CH:7]=[CH:8][C:9]=1[O:10][CH2:11][CH3:12])[CH3:2].Cl. Product: [CH2:1]([O:3][C:4]1[CH:5]=[C:6]([C:13](=[O:39])[CH2:14][CH2:15][C:16]([NH:18][C:19]2[CH:28]=[C:27]([C:29]3[CH:30]=[CH:31][C:32]([OH:35])=[CH:33][CH:34]=3)[C:26]3[C:21](=[CH:22][CH:23]=[CH:24][CH:25]=3)[N:20]=2)=[O:17])[CH:7]=[CH:8][C:9]=1[O:10][CH2:11][CH3:12])[CH3:2]. The catalyst class is: 1.